From a dataset of Catalyst prediction with 721,799 reactions and 888 catalyst types from USPTO. Predict which catalyst facilitates the given reaction. (1) Reactant: [C:1]([O:5][CH3:6])(=[O:4])[CH2:2][OH:3].[H-].[Na+].[Cl:9][C:10]1[C:11]([N:16]2[CH2:25][CH2:24][C:23]3[C:22]([NH:26][C:27]4[CH:32]=[CH:31][C:30]([C:33]([F:36])([F:35])[F:34])=[CH:29][CH:28]=4)=[N:21][C:20](S(C)(=O)=O)=[N:19][C:18]=3[CH2:17]2)=[N:12][CH:13]=[CH:14][CH:15]=1. Product: [F:36][C:33]([F:34])([F:35])[C:30]1[CH:31]=[CH:32][C:27]([NH:26][C:22]2[C:23]3[CH2:24][CH2:25][N:16]([C:11]4[C:10]([Cl:9])=[CH:15][CH:14]=[CH:13][N:12]=4)[CH2:17][C:18]=3[N:19]=[C:20]([O:3][CH2:2][C:1]([O:5][CH3:6])=[O:4])[N:21]=2)=[CH:28][CH:29]=1. The catalyst class is: 3. (2) Reactant: [H-].[Na+].[I-].[CH3:4][S+](C)(C)=O.[CH3:9][C:10]1[CH:25]=[C:13]2[C:14](/[CH:18]=[CH:19]/[C:20]([O:22][CH2:23][CH3:24])=[O:21])=[CH:15][CH:16]=[CH:17][N:12]2[N:11]=1.O. Product: [CH3:9][C:10]1[CH:25]=[C:13]2[C:14]([C@@H:18]3[CH2:4][C@H:19]3[C:20]([O:22][CH2:23][CH3:24])=[O:21])=[CH:15][CH:16]=[CH:17][N:12]2[N:11]=1. The catalyst class is: 16. (3) Reactant: [OH:1][CH2:2][CH2:3][N:4]([CH2:21][CH2:22][OH:23])[C:5]1[C:6]([N+:18]([O-:20])=[O:19])=[C:7]([C:12]([N+:15]([O-:17])=[O:16])=[CH:13][CH:14]=1)[C:8]([O:10][CH3:11])=[O:9].CCN(CC)CC.[CH3:31][S:32](Cl)(=[O:34])=[O:33].C([O-])(O)=O.[Na+]. The catalyst class is: 2. Product: [CH3:31][S:32]([O:1][CH2:2][CH2:3][N:4]([CH2:21][CH2:22][O:23][S:32]([CH3:31])(=[O:34])=[O:33])[C:5]1[C:6]([N+:18]([O-:20])=[O:19])=[C:7]([C:12]([N+:15]([O-:17])=[O:16])=[CH:13][CH:14]=1)[C:8]([O:10][CH3:11])=[O:9])(=[O:34])=[O:33]. (4) Reactant: [CH2:1]([O:8][C:9]([N:11]1[CH2:16][CH2:15][CH:14]([C:17]2[O:18][C:19]3[C:25]([C:26]([O:28]C)=O)=[CH:24][CH:23]=[CH:22][C:20]=3[N:21]=2)[CH2:13][CH2:12]1)=[O:10])[C:2]1[CH:7]=[CH:6][CH:5]=[CH:4][CH:3]=1.O.[NH3:31]. Product: [C:26]([C:25]1[C:19]2[O:18][C:17]([CH:14]3[CH2:13][CH2:12][N:11]([C:9]([O:8][CH2:1][C:2]4[CH:3]=[CH:4][CH:5]=[CH:6][CH:7]=4)=[O:10])[CH2:16][CH2:15]3)=[N:21][C:20]=2[CH:22]=[CH:23][CH:24]=1)(=[O:28])[NH2:31]. The catalyst class is: 5.